Predict the reaction yield, written as a fraction of the theoretical maximum amount of product (1.0 means a 100% yield; for example, 0.34 means a 34% yield). From a dataset of Reaction yield outcomes from USPTO patents with 853,638 reactions. (1) The catalyst is CO. The product is [F:15][C:11]1[CH:10]=[C:9]([C@@H:7]2[CH2:8][C@H:6]2[C:4]([OH:5])=[O:3])[CH:14]=[CH:13][CH:12]=1. The reactants are C([O:3][C:4]([C@@H:6]1[CH2:8][C@H:7]1[C:9]1[CH:14]=[CH:13][CH:12]=[C:11]([F:15])[CH:10]=1)=[O:5])C.[OH-].[K+].O. The yield is 0.850. (2) The reactants are [S:1]1[CH:5]=[CH:4][C:3]([C:6](=[CH2:10])C(O)=O)=[CH:2]1.O.ON1C2C=CC=CC=2N=N1.Cl.CN(C)CCCN=C=NCC.[CH3:34][C:35]1([C:41]2[CH:42]=[C:43]([NH:47][S:48]([CH3:51])(=[O:50])=[O:49])[CH:44]=[CH:45][CH:46]=2)[CH:40]2[CH:36]1[CH2:37][NH:38][CH2:39]2.[C:52](=O)([O-])[OH:53].[Na+]. The catalyst is CN(C)C=O. The product is [CH3:34][C:35]1([C:41]2[CH:42]=[C:43]([NH:47][S:48]([CH3:51])(=[O:50])=[O:49])[CH:44]=[CH:45][CH:46]=2)[CH:40]2[CH:36]1[CH2:37][N:38]([C:52](=[O:53])/[CH:10]=[CH:6]/[C:3]1[CH:4]=[CH:5][S:1][CH:2]=1)[CH2:39]2. The yield is 0.720. (3) The reactants are Br[CH2:2][C:3]1[CH:27]=[CH:26][C:6]([C:7]([NH:9][C:10]2[S:11][C:12]([C:20]3[CH:25]=[CH:24][N:23]=[CH:22][CH:21]=3)=[C:13]([C:15]3[O:16][CH:17]=[CH:18][CH:19]=3)[N:14]=2)=[O:8])=[CH:5][CH:4]=1.[NH:28]1[CH:32]=[CH:31][N:30]=[CH:29]1.O. The catalyst is CN1C(=O)CCC1. The product is [O:16]1[CH:17]=[CH:18][CH:19]=[C:15]1[C:13]1[N:14]=[C:10]([NH:9][C:7](=[O:8])[C:6]2[CH:5]=[CH:4][C:3]([CH2:2][N:28]3[CH:32]=[CH:31][N:30]=[CH:29]3)=[CH:27][CH:26]=2)[S:11][C:12]=1[C:20]1[CH:21]=[CH:22][N:23]=[CH:24][CH:25]=1. The yield is 0.630. (4) The reactants are Cl.C(N=C=NCCCN(C)C)C.[Cl:13][C:14]1[C:15]([O:24][C:25]2[CH:30]=[C:29]([O:31][CH2:32][CH2:33][CH2:34][C:35]#[N:36])[CH:28]=[CH:27][C:26]=2/[CH:37]=[CH:38]/[C:39](O)=[O:40])=[N:16][CH:17]=[C:18]([C:20]([F:23])([F:22])[F:21])[CH:19]=1.[CH2:42]([S:47]([NH2:50])(=[O:49])=[O:48])[CH2:43][CH2:44][CH2:45][CH3:46].Cl. The catalyst is CN(C)C1C=CN=CC=1.C(#N)C. The product is [Cl:13][C:14]1[C:15]([O:24][C:25]2[CH:30]=[C:29]([O:31][CH2:32][CH2:33][CH2:34][C:35]#[N:36])[CH:28]=[CH:27][C:26]=2/[CH:37]=[CH:38]/[C:39]([NH:50][S:47]([CH2:42][CH2:43][CH2:44][CH2:45][CH3:46])(=[O:49])=[O:48])=[O:40])=[N:16][CH:17]=[C:18]([C:20]([F:21])([F:23])[F:22])[CH:19]=1. The yield is 0.260. (5) The reactants are CC1C=CC(S(O[CH2:12][C@H:13]2[CH2:17][C@@H:16]([O:18][Si:19]([C:22]([CH3:25])([CH3:24])[CH3:23])([CH3:21])[CH3:20])[C@H:15]([CH2:26][CH2:27][C@@H](O[Si](C(C)(C)C)(C)C)CCCCC)[C@H:14]2[CH2:42][C:43]2[CH:48]=[CH:47][CH:46]=[C:45]([OH:49])[CH:44]=2)(=O)=O)=CC=1.[H-].[Na+].C([O:55][CH2:56][CH3:57])(=O)C. The catalyst is C1COCC1. The product is [Si:19]([O:18][C@H:16]1[C@H:15]([CH2:26][CH2:27][C@@H:56]([O:55][Si:19]([C:22]([CH3:24])([CH3:23])[CH3:25])([CH3:21])[CH3:20])[CH2:57][CH2:15][CH2:14][CH2:13][CH3:12])[C@H:14]2[CH2:42][C:43]3[CH:48]=[CH:47][CH:46]=[C:45]([OH:49])[C:44]=3[CH2:12][C@H:13]2[CH2:17]1)([C:22]([CH3:25])([CH3:23])[CH3:24])([CH3:20])[CH3:21]. The yield is 0.870. (6) The reactants are [NH:1]1[C:5]2=[N:6][CH:7]=[CH:8][CH:9]=[C:4]2[C:3]([C:10]([O:12][CH2:13][CH3:14])=[O:11])=[N:2]1.[H-].[Na+].[CH2:17](Br)[C:18]1[CH:23]=[CH:22][CH:21]=[CH:20][CH:19]=1. The catalyst is CN(C=O)C. The product is [CH2:17]([N:1]1[C:5]2=[N:6][CH:7]=[CH:8][CH:9]=[C:4]2[C:3]([C:10]([O:12][CH2:13][CH3:14])=[O:11])=[N:2]1)[C:18]1[CH:23]=[CH:22][CH:21]=[CH:20][CH:19]=1. The yield is 0.422. (7) The reactants are [CH3:1][O:2][C:3]1[CH:16]=[C:15]([O:17][CH3:18])[CH:14]=[CH:13][C:4]=1[CH2:5][NH:6][C:7]1[CH:12]=[CH:11][N:10]=[CH:9][N:8]=1.[F:19][C:20]1[CH:25]=[CH:24][C:23]([S:26](Cl)(=[O:28])=[O:27])=[CH:22][C:21]=1[CH3:30].N12CCN(CC1)CC2. The catalyst is C1COCC1. The product is [CH3:1][O:2][C:3]1[CH:16]=[C:15]([O:17][CH3:18])[CH:14]=[CH:13][C:4]=1[CH2:5][N:6]([C:7]1[CH:12]=[CH:11][N:10]=[CH:9][N:8]=1)[S:26]([C:23]1[CH:24]=[CH:25][C:20]([F:19])=[C:21]([CH3:30])[CH:22]=1)(=[O:27])=[O:28]. The yield is 0.500. (8) The reactants are CC([O-])(C)C.[K+].[C:7]([CH2:9][C:10]([NH2:12])=[O:11])#[N:8].[CH3:13][C:14](=O)/[CH:15]=[CH:16]/[CH2:17][CH2:18][CH3:19]. The catalyst is CS(C)=O. The product is [CH3:13][C:14]1[NH:12][C:10](=[O:11])[C:9]([C:7]#[N:8])=[C:16]([CH2:17][CH2:18][CH3:19])[CH:15]=1. The yield is 0.320. (9) The reactants are C[O:2][CH:3](OC)[C:4]1[N:8]([CH3:9])[C:7]([C:10]2[S:18][C:17]3[C:12](=[N:13][CH:14]=[CH:15][C:16]=3[O:19][C:20]3[CH:25]=[CH:24][C:23]([N+:26]([O-:28])=[O:27])=[CH:22][C:21]=3[F:29])[CH:11]=2)=[N:6][CH:5]=1.Cl. The catalyst is CC(C)=O.O. The product is [F:29][C:21]1[CH:22]=[C:23]([N+:26]([O-:28])=[O:27])[CH:24]=[CH:25][C:20]=1[O:19][C:16]1[CH:15]=[CH:14][N:13]=[C:12]2[CH:11]=[C:10]([C:7]3[N:8]([CH3:9])[C:4]([CH:3]=[O:2])=[CH:5][N:6]=3)[S:18][C:17]=12. The yield is 0.810.